Dataset: Catalyst prediction with 721,799 reactions and 888 catalyst types from USPTO. Task: Predict which catalyst facilitates the given reaction. (1) Reactant: [CH3:1][C:2]1[CH:3]=[CH:4][C:5]2[N:6]([C:8]([CH2:11][S:12][C:13]3[CH:18]=[CH:17][C:16]([N+:19]([O-])=O)=[CH:15][CH:14]=3)=[CH:9][N:10]=2)[CH:7]=1.[Cl-].[Ca+2].[Cl-].C(O)C. Product: [CH3:1][C:2]1[CH:3]=[CH:4][C:5]2[N:6]([C:8]([CH2:11][S:12][C:13]3[CH:18]=[CH:17][C:16]([NH2:19])=[CH:15][CH:14]=3)=[CH:9][N:10]=2)[CH:7]=1. The catalyst class is: 6. (2) Reactant: Br[C:2]1[CH:10]=[C:9]2[C:5]([CH:6]=[CH:7][NH:8]2)=[C:4]([Cl:11])[CH:3]=1.[CH3:12][N:13]1[CH:17]=[C:16](B2OC(C)(C)C(C)(C)O2)[CH:15]=[N:14]1.C([O-])([O-])=O.[Na+].[Na+].O. Product: [Cl:11][C:4]1[CH:3]=[C:2]([C:16]2[CH:15]=[N:14][N:13]([CH3:12])[CH:17]=2)[CH:10]=[C:9]2[C:5]=1[CH:6]=[CH:7][NH:8]2. The catalyst class is: 600. (3) Reactant: [C:1]([NH:4][NH:5][C:6]([C:8]1[C:12]([CH3:13])=[C:11]([NH2:14])[N:10]([C:15]2[CH:20]=[CH:19][CH:18]=[CH:17][CH:16]=2)[N:9]=1)=[O:7])(=O)[CH3:2].O=P(Cl)(Cl)Cl.CCOC(C)=O. Product: [CH3:13][C:12]1[C:8]([C:6]2[O:7][C:1]([CH3:2])=[N:4][N:5]=2)=[N:9][N:10]([C:15]2[CH:20]=[CH:19][CH:18]=[CH:17][CH:16]=2)[C:11]=1[NH2:14]. The catalyst class is: 250. (4) Reactant: [CH2:1]([C:4]1[CH:9]=[CH:8][C:7]([N:10]2[C:18]3[CH2:17][CH2:16][C:15]4[CH:19]=[C:20]([OH:23])[CH:21]=[CH:22][C:14]=4[C:13]=3[CH:12]=[N:11]2)=[CH:6][CH:5]=1)[CH2:2][CH3:3].[F:24][C:25]([F:38])([F:37])[S:26](O[S:26]([C:25]([F:38])([F:37])[F:24])(=[O:28])=[O:27])(=[O:28])=[O:27]. Product: [F:24][C:25]([F:38])([F:37])[S:26]([O:23][C:20]1[CH:21]=[CH:22][C:14]2[C:13]3[CH:12]=[N:11][N:10]([C:7]4[CH:6]=[CH:5][C:4]([CH2:1][CH2:2][CH3:3])=[CH:9][CH:8]=4)[C:18]=3[CH2:17][CH2:16][C:15]=2[CH:19]=1)(=[O:28])=[O:27]. The catalyst class is: 17. (5) Reactant: [CH3:1][O:2][C:3](=[O:13])[C:4]1[CH:9]=[CH:8][C:7]([NH:10][CH3:11])=[C:6]([NH2:12])[CH:5]=1.[F:14][C:15]([S:18][C:19]1[CH:28]=[CH:27][C:22]2[N:23]=[C:24]([NH2:26])[S:25][C:21]=2[CH:20]=1)([F:17])[F:16].[C:29](N1C=CN=C1)(N1C=CN=C1)=S. Product: [CH3:1][O:2][C:3]([C:4]1[CH:9]=[CH:8][C:7]2[N:10]([CH3:29])[C:11]([NH:26][C:24]3[S:25][C:21]4[CH:20]=[C:19]([S:18][C:15]([F:14])([F:16])[F:17])[CH:28]=[CH:27][C:22]=4[N:23]=3)=[N:12][C:6]=2[CH:5]=1)=[O:13]. The catalyst class is: 344.